This data is from Buchwald-Hartwig C-N cross coupling reaction yields with 55,370 reactions. The task is: Predict the reaction yield, written as a fraction of the theoretical maximum amount of product (1.0 means a 100% yield; for example, 0.34 means a 34% yield). (1) The reactants are CCc1ccc(I)cc1.Cc1ccc(N)cc1.O=S(=O)(O[Pd]1c2ccccc2-c2ccccc2N~1)C(F)(F)F.CC(C)c1cc(C(C)C)c(-c2ccccc2P(C2CCCCC2)C2CCCCC2)c(C(C)C)c1.CN(C)C(=NC(C)(C)C)N(C)C.CCOC(=O)c1cnoc1C. No catalyst specified. The product is CCc1ccc(Nc2ccc(C)cc2)cc1. The yield is 0.0355. (2) The reactants are FC(F)(F)c1ccc(Br)cc1.Cc1ccc(N)cc1.O=S(=O)(O[Pd]1c2ccccc2-c2ccccc2N~1)C(F)(F)F.COc1ccc(OC)c(P(C(C)(C)C)C(C)(C)C)c1-c1c(C(C)C)cc(C(C)C)cc1C(C)C.CN1CCCN2CCCN=C12.COC(=O)c1cc(-c2ccco2)on1. No catalyst specified. The product is Cc1ccc(Nc2ccc(C(F)(F)F)cc2)cc1. The yield is 0.373. (3) The reactants are Ic1ccccn1.Cc1ccc(N)cc1.O=S(=O)(O[Pd]1c2ccccc2-c2ccccc2N~1)C(F)(F)F.CC(C)c1cc(C(C)C)c(-c2ccccc2P(C(C)(C)C)C(C)(C)C)c(C(C)C)c1.CCN=P(N=P(N(C)C)(N(C)C)N(C)C)(N(C)C)N(C)C.CCOC(=O)c1ccon1. No catalyst specified. The product is Cc1ccc(Nc2ccccn2)cc1. The yield is 0.0901. (4) The yield is 0.538. The product is Cc1ccc(Nc2ccc(C(F)(F)F)cc2)cc1. The reactants are FC(F)(F)c1ccc(Br)cc1.Cc1ccc(N)cc1.O=S(=O)(O[Pd]1c2ccccc2-c2ccccc2N~1)C(F)(F)F.CC(C)c1cc(C(C)C)c(-c2ccccc2P(C(C)(C)C)C(C)(C)C)c(C(C)C)c1.CN1CCCN2CCCN=C12.c1ccc(-c2cnoc2)cc1. No catalyst specified. (5) The reactants are CCc1ccc(I)cc1.Cc1ccc(N)cc1.O=S(=O)(O[Pd]1c2ccccc2-c2ccccc2N~1)C(F)(F)F.CC(C)c1cc(C(C)C)c(-c2ccccc2P(C(C)(C)C)C(C)(C)C)c(C(C)C)c1.CCN=P(N=P(N(C)C)(N(C)C)N(C)C)(N(C)C)N(C)C.c1ccc(CN(Cc2ccccc2)c2ccon2)cc1. No catalyst specified. The product is CCc1ccc(Nc2ccc(C)cc2)cc1. The yield is 0.634.